This data is from Reaction yield outcomes from USPTO patents with 853,638 reactions. The task is: Predict the reaction yield, written as a fraction of the theoretical maximum amount of product (1.0 means a 100% yield; for example, 0.34 means a 34% yield). The reactants are F[C:2](F)(F)[C:3]([OH:5])=O.[CH3:8][C@@H:9]1[CH2:13][CH2:12][CH2:11][N:10]1[CH2:14][CH2:15][CH2:16][O:17][C:18]1[CH:23]=[CH:22][C:21]([C:24]2[S:25][C:26]3[CH2:27][NH:28][CH2:29][CH2:30][C:31]=3[N:32]=2)=[CH:20][CH:19]=1.O1CCO[CH2:35][CH2:34]1. No catalyst specified. The product is [CH3:8][C@@H:9]1[CH2:13][CH2:12][CH2:11][N:10]1[CH2:14][CH2:15][CH2:16][O:17][C:18]1[CH:19]=[CH:20][C:21]([C:24]2[S:25][C:26]3[CH2:27][N:28]([C:34]4[CH2:2][C:3](=[O:5])[CH:35]=4)[CH2:29][CH2:30][C:31]=3[N:32]=2)=[CH:22][CH:23]=1. The yield is 0.500.